Dataset: Forward reaction prediction with 1.9M reactions from USPTO patents (1976-2016). Task: Predict the product of the given reaction. (1) The product is: [CH2:4]([CH2:3][OH:13])[CH2:5][CH2:6][OH:8].[C:1]([OH:10])(=[O:9])[CH2:2][CH2:3][CH2:4][CH2:5][C:6]([OH:8])=[O:7]. Given the reactants [C:1]([OH:10])(=[O:9])[CH2:2][CH2:3][CH2:4][CH2:5][C:6]([OH:8])=[O:7].C(O)C[OH:13], predict the reaction product. (2) Given the reactants [N:1]([C:4]1[CH:13]=[CH:12][CH:11]=[CH:10][C:5]=1[C:6]([O:8]C)=O)=[C:2]=[O:3].C(O)C(N)(CO)CO.[NH2:22][C:23]1[CH:24]=[C:25]([S:30]([N:33]([CH3:40])[C:34]2[CH:39]=[CH:38][CH:37]=[CH:36][CH:35]=2)(=[O:32])=[O:31])[CH:26]=[CH:27][C:28]=1[Cl:29], predict the reaction product. The product is: [Cl:29][C:28]1[CH:27]=[CH:26][C:25]([S:30]([N:33]([CH3:40])[C:34]2[CH:39]=[CH:38][CH:37]=[CH:36][CH:35]=2)(=[O:32])=[O:31])=[CH:24][C:23]=1[N:22]1[C:6](=[O:8])[C:5]2[C:4](=[CH:13][CH:12]=[CH:11][CH:10]=2)[NH:1][C:2]1=[O:3].